Dataset: Catalyst prediction with 721,799 reactions and 888 catalyst types from USPTO. Task: Predict which catalyst facilitates the given reaction. (1) Reactant: Cl.[NH2:2][CH2:3][CH2:4][CH2:5][N:6]([CH:16]([C:19]1[N:20]([CH2:30][C:31]2[CH:36]=[CH:35][CH:34]=[CH:33][CH:32]=2)[C:21](=[O:29])[C:22]2[C:27]([CH3:28])=[N:26][S:25][C:23]=2[N:24]=1)[CH2:17][CH3:18])[C:7](=[O:15])[C:8]1[CH:13]=[CH:12][C:11]([CH3:14])=[CH:10][CH:9]=1.C(O[BH-](OC(=O)C)OC(=O)C)(=O)C.[Na+].[CH3:51][C:52]([CH3:54])=O. Product: [CH2:30]([N:20]1[C:21](=[O:29])[C:22]2[C:27]([CH3:28])=[N:26][S:25][C:23]=2[N:24]=[C:19]1[CH:16]([N:6]([CH2:5][CH2:4][CH2:3][NH:2][CH:52]([CH3:54])[CH3:51])[C:7](=[O:15])[C:8]1[CH:13]=[CH:12][C:11]([CH3:14])=[CH:10][CH:9]=1)[CH2:17][CH3:18])[C:31]1[CH:32]=[CH:33][CH:34]=[CH:35][CH:36]=1. The catalyst class is: 15. (2) Reactant: Br[CH2:2][C:3]1[O:7][C:6]([C:8]2[CH:13]=[CH:12][CH:11]=[CH:10][CH:9]=2)=[N:5][CH:4]=1.[C:14]1(=[O:24])[NH:18][C:17](=[O:19])[C:16]2=[CH:20][CH:21]=[CH:22][CH:23]=[C:15]12.[K]. Product: [C:8]1([C:6]2[O:7][C:3]([CH2:2][N:18]3[C:14](=[O:24])[C:15]4[C:16](=[CH:20][CH:21]=[CH:22][CH:23]=4)[C:17]3=[O:19])=[CH:4][N:5]=2)[CH:13]=[CH:12][CH:11]=[CH:10][CH:9]=1. The catalyst class is: 9.